This data is from Full USPTO retrosynthesis dataset with 1.9M reactions from patents (1976-2016). The task is: Predict the reactants needed to synthesize the given product. (1) The reactants are: [O:1]=[C:2]1[C:11]2[C:6](=[CH:7][CH:8]=[CH:9][CH:10]=2)[N:5]=[C:4]([CH2:12][CH2:13][CH2:14][C:15]([OH:17])=O)[NH:3]1.F[C:19]1[CH:32]=[CH:31][C:22]([O:23][C@H:24]2[CH2:29][CH2:28][C@H:27]([NH2:30])[CH2:26][CH2:25]2)=[CH:21][CH:20]=1.C[CH2:34][N:35](C(C)C)C(C)C. Given the product [C:34]([C:19]1[CH:32]=[CH:31][C:22]([O:23][C@H:24]2[CH2:29][CH2:28][C@H:27]([NH:30][C:15](=[O:17])[CH2:14][CH2:13][CH2:12][C:4]3[NH:3][C:2](=[O:1])[C:11]4[C:6](=[CH:7][CH:8]=[CH:9][CH:10]=4)[N:5]=3)[CH2:26][CH2:25]2)=[CH:21][CH:20]=1)#[N:35], predict the reactants needed to synthesize it. (2) Given the product [F:1][C:2]1[CH:15]=[CH:14][C:5]([CH2:6][C:7]2[S:11][C:10]([CH2:12][NH2:16])=[CH:9][CH:8]=2)=[CH:4][CH:3]=1, predict the reactants needed to synthesize it. The reactants are: [F:1][C:2]1[CH:15]=[CH:14][C:5]([CH2:6][C:7]2[S:11][C:10]([CH:12]=O)=[CH:9][CH:8]=2)=[CH:4][CH:3]=1.[NH3:16].CO.